Dataset: NCI-60 drug combinations with 297,098 pairs across 59 cell lines. Task: Regression. Given two drug SMILES strings and cell line genomic features, predict the synergy score measuring deviation from expected non-interaction effect. Drug 1: C(=O)(N)NO. Drug 2: CCCCCOC(=O)NC1=NC(=O)N(C=C1F)C2C(C(C(O2)C)O)O. Cell line: T-47D. Synergy scores: CSS=1.87, Synergy_ZIP=0.564, Synergy_Bliss=-0.522, Synergy_Loewe=1.40, Synergy_HSA=-0.490.